This data is from Forward reaction prediction with 1.9M reactions from USPTO patents (1976-2016). The task is: Predict the product of the given reaction. (1) Given the reactants [N:1]1([C:7]2[CH:8]=[C:9]3[C:14](=[CH:15][CH:16]=2)[N:13]=[C:12]([N:17]2[CH:21]=[C:20]([C:22]([O:24]CC)=[O:23])[CH:19]=[N:18]2)[NH:11][C:10]3=O)[CH2:6][CH2:5][CH2:4][CH2:3][CH2:2]1.[CH2:28]([NH:30][CH2:31][CH3:32])[CH3:29], predict the reaction product. The product is: [CH2:28]([N:30]([CH2:31][CH3:32])[C:10]1[C:9]2[C:14](=[CH:15][CH:16]=[C:7]([N:1]3[CH2:2][CH2:3][CH2:4][CH2:5][CH2:6]3)[CH:8]=2)[N:13]=[C:12]([N:17]2[CH:21]=[C:20]([C:22]([OH:24])=[O:23])[CH:19]=[N:18]2)[N:11]=1)[CH3:29]. (2) Given the reactants C(NC(C)C)(C)C.[Li].[O:9]1[CH:13]=[CH:12][C:11]([C:14]([OH:16])=[O:15])=[CH:10]1.C([Si](C(C)C)(C(C)C)[O:21][CH2:22][C:23](=O)[CH2:24]O[Si](C(C)C)(C(C)C)C(C)C)(C)C.Cl, predict the reaction product. The product is: [OH:21][CH2:22][C:23]1[C:10]2[O:9][CH:13]=[CH:12][C:11]=2[C:14](=[O:16])[O:15][CH:24]=1. (3) Given the reactants [N+:1]([C:4]1[CH:13]=[CH:12][CH:11]=[C:10]2[C:5]=1[CH:6]=[CH:7][N:8]([C@H:15]([CH3:19])[C:16]([OH:18])=O)[C:9]2=[O:14])([O-:3])=[O:2].O.O[N:22]1[C:26]2[CH:27]=[CH:28][CH:28]=[CH:27][C:26]=2[N:22]=N1.Cl.CN(C)CCCN=C=NCC.C(N(CC)C(C)C)(C)C, predict the reaction product. The product is: [CH:26]1([NH:22][C:16](=[O:18])[C@H:15]([N:8]2[CH:7]=[CH:6][C:5]3[C:10](=[CH:11][CH:12]=[CH:13][C:4]=3[N+:1]([O-:3])=[O:2])[C:9]2=[O:14])[CH3:19])[CH2:27][CH2:28]1. (4) Given the reactants [N+](C1C([N+]([O-])=O)=C(O)C(=CC=1)C(O)=O)([O-])=O.[OH-].[Na+].O.O.O.O.C(C(C(C([O-])=O)O)O)([O-])=O.[Na+].[K+].[OH2:36].[OH:36][CH:37]1[O:56][C@H:55]([CH2:57][OH:58])[C@@H:42]([O:43][C@@H:37]2[O:56][C@H:55]([CH2:57][OH:58])[C@H:42]([OH:43])[C@H:40]([OH:41])[C@H:38]2[OH:39])[C@H:40]([OH:41])[C@H:38]1[OH:39], predict the reaction product. The product is: [O:36]=[CH:37][C@@H:38]([C@H:40]([C@@H:42]([C@@H:55]([CH2:57][OH:58])[OH:56])[OH:43])[OH:41])[OH:39]. (5) The product is: [OH:14][C:13]([CH2:12][CH2:11][CH2:10][CH2:9][C@H:8]1[C@@H:3]2[C@@H:2]([NH:7][C:5]([NH:4]2)=[O:6])[CH2:1][S:19]1)=[O:15]. Given the reactants [CH3:1][CH:2]1[NH:7][C:5](=[O:6])[NH:4][CH:3]1[CH2:8][CH2:9][CH2:10][CH2:11][CH2:12][C:13]([OH:15])=[O:14].N[C@H](C(O)=O)C[SH:19].C(S)[C@@H](O)[C@H](O)CS.C(O)C(N)(CO)CO.Cl, predict the reaction product.